Dataset: Full USPTO retrosynthesis dataset with 1.9M reactions from patents (1976-2016). Task: Predict the reactants needed to synthesize the given product. Given the product [Br:38][CH2:1][C:2]1[CH:3]=[CH:4][C:5]2[O:9][N:8]([C:10]([C:17]3[CH:22]=[CH:21][CH:20]=[CH:19][CH:18]=3)([C:23]3[CH:24]=[CH:25][CH:26]=[CH:27][CH:28]=3)[C:11]3[CH:16]=[CH:15][CH:14]=[CH:13][CH:12]=3)[C:7](=[O:29])[C:6]=2[CH:30]=1, predict the reactants needed to synthesize it. The reactants are: [CH3:1][C:2]1[CH:3]=[CH:4][C:5]2[O:9][N:8]([C:10]([C:23]3[CH:28]=[CH:27][CH:26]=[CH:25][CH:24]=3)([C:17]3[CH:22]=[CH:21][CH:20]=[CH:19][CH:18]=3)[C:11]3[CH:16]=[CH:15][CH:14]=[CH:13][CH:12]=3)[C:7](=[O:29])[C:6]=2[CH:30]=1.C1C(=O)N([Br:38])C(=O)C1.O.